This data is from Forward reaction prediction with 1.9M reactions from USPTO patents (1976-2016). The task is: Predict the product of the given reaction. (1) The product is: [CH3:34][O:35][C:36]1[CH:41]=[CH:40][CH:39]=[CH:38][C:37]=1[C:42]([N:44]=[C:45]=[S:46])=[O:43].[CH3:12][O:13][C:14]1[CH:15]=[C:16]2[C:21](=[CH:22][C:23]=1[O:24][CH3:25])[N:20]=[CH:19][N:18]=[C:17]2[O:26][C:27]1[CH:33]=[CH:32][C:30]([NH:31][C:45]([NH:44][C:42](=[O:43])[C:37]2[CH:38]=[CH:39][CH:40]=[CH:41][C:36]=2[O:35][CH3:34])=[S:46])=[CH:29][CH:28]=1. Given the reactants COC1C=CC=CC=1C(Cl)=O.[CH3:12][O:13][C:14]1[CH:15]=[C:16]2[C:21](=[CH:22][C:23]=1[O:24][CH3:25])[N:20]=[CH:19][N:18]=[C:17]2[O:26][C:27]1[CH:33]=[CH:32][C:30]([NH2:31])=[CH:29][CH:28]=1.[CH3:34][O:35][C:36]1[CH:41]=[CH:40][CH:39]=[CH:38][C:37]=1[C:42]([N:44]=[C:45]=[S:46])=[O:43], predict the reaction product. (2) Given the reactants [O:1]1[CH2:7][CH2:6][CH2:5][N:4]([CH2:8][C:9]2[O:17][C:16]3[C:15](Br)=[CH:14][N:13]([CH3:19])[C:12](=[O:20])[C:11]=3[CH:10]=2)[CH2:3][CH2:2]1.[O:21]1[CH2:26][CH2:25][CH:24]([CH2:27][O:28][C:29]2[CH:34]=[C:33](B3OC(C)(C)C(C)(C)O3)[CH:32]=[CH:31][N:30]=2)[CH2:23][CH2:22]1.C(=O)([O-])[O-].[K+].[K+], predict the reaction product. The product is: [O:1]1[CH2:7][CH2:6][CH2:5][N:4]([CH2:8][C:9]2[O:17][C:16]3[C:15]([C:33]4[CH:32]=[CH:31][N:30]=[C:29]([O:28][CH2:27][CH:24]5[CH2:25][CH2:26][O:21][CH2:22][CH2:23]5)[CH:34]=4)=[CH:14][N:13]([CH3:19])[C:12](=[O:20])[C:11]=3[CH:10]=2)[CH2:3][CH2:2]1. (3) Given the reactants [C:1]([O:5][C:6](=[O:29])[N:7]([CH2:18][C:19]1[CH:24]=[CH:23][C:22]([CH2:25][NH2:26])=[CH:21][C:20]=1[CH2:27][OH:28])[CH:8]1[C:17]2[N:16]=[CH:15][CH:14]=[CH:13][C:12]=2[CH2:11][CH2:10][CH2:9]1)([CH3:4])([CH3:3])[CH3:2].[CH3:30][C:31](OC(C)=O)=[O:32].CCN(CC)CC.N#N, predict the reaction product. The product is: [C:1]([O:5][C:6](=[O:29])[N:7]([CH2:18][C:19]1[CH:24]=[CH:23][C:22]([CH2:25][NH:26][C:31](=[O:32])[CH3:30])=[CH:21][C:20]=1[CH2:27][OH:28])[CH:8]1[C:17]2[N:16]=[CH:15][CH:14]=[CH:13][C:12]=2[CH2:11][CH2:10][CH2:9]1)([CH3:4])([CH3:2])[CH3:3]. (4) Given the reactants Cl[C:2]1[CH:7]=[CH:6][C:5]([CH2:8][N:9]2[C:13]([CH3:14])=[CH:12][C:11](/[C:15](/[F:27])=[CH:16]/[C:17]3[CH:22]=[CH:21][C:20]([Si:23]([CH3:26])([CH3:25])[CH3:24])=[CH:19][CH:18]=3)=[N:10]2)=[CH:4][N:3]=1.[CH3:28][NH2:29], predict the reaction product. The product is: [F:27]/[C:15](/[C:11]1[CH:12]=[C:13]([CH3:14])[N:9]([CH2:8][C:5]2[CH:6]=[CH:7][C:2]([NH:29][CH3:28])=[N:3][CH:4]=2)[N:10]=1)=[CH:16]\[C:17]1[CH:22]=[CH:21][C:20]([Si:23]([CH3:26])([CH3:25])[CH3:24])=[CH:19][CH:18]=1. (5) Given the reactants [NH2:1][C:2]1[CH:21]=[CH:20][C:5]([O:6][C:7]2[C:16]3[C:11](=[CH:12][C:13]([OH:19])=[C:14]([O:17][CH3:18])[CH:15]=3)[N:10]=[CH:9][CH:8]=2)=[CH:4][C:3]=1[F:22].[F:23][C:24]1[CH:29]=[C:28]([F:30])[CH:27]=[CH:26][C:25]=1[N:31]=[C:32]=[O:33].CO, predict the reaction product. The product is: [F:23][C:24]1[CH:29]=[C:28]([F:30])[CH:27]=[CH:26][C:25]=1[NH:31][C:32]([NH:1][C:2]1[CH:21]=[CH:20][C:5]([O:6][C:7]2[C:16]3[C:11](=[CH:12][C:13]([OH:19])=[C:14]([O:17][CH3:18])[CH:15]=3)[N:10]=[CH:9][CH:8]=2)=[CH:4][C:3]=1[F:22])=[O:33]. (6) Given the reactants [F:1][C:2]1[CH:3]=[C:4]([CH:7]=[CH:8][C:9]=1[N:10]1[C:22]2[C:21]3[CH:20]=[C:19]([OH:23])[C:18]([O:24][CH3:25])=[CH:17][C:16]=3[N:15]=[CH:14][C:13]=2[N:12]([CH3:26])[C:11]1=[O:27])[C:5]#[N:6].C1(P(C2C=CC=CC=2)C2C=CC=CN=2)C=CC=CC=1.O[CH:48]([C:60]1[S:61][CH:62]=[CH:63][CH:64]=1)[CH2:49][NH:50][C:51](=[O:59])[O:52][CH2:53][CH2:54][Si:55]([CH3:58])([CH3:57])[CH3:56].N(C(OC(C)C)=O)=NC(OC(C)C)=O.[Cl-].[Na+], predict the reaction product. The product is: [C:5]([C:4]1[CH:7]=[CH:8][C:9]([N:10]2[C:22]3[C:21]4[CH:20]=[C:19]([O:23][CH:48]([C:60]5[S:61][CH:62]=[CH:63][CH:64]=5)[CH2:49][NH:50][C:51](=[O:59])[O:52][CH2:53][CH2:54][Si:55]([CH3:58])([CH3:56])[CH3:57])[C:18]([O:24][CH3:25])=[CH:17][C:16]=4[N:15]=[CH:14][C:13]=3[N:12]([CH3:26])[C:11]2=[O:27])=[C:2]([F:1])[CH:3]=1)#[N:6]. (7) The product is: [Br:1][CH2:2][CH2:3][CH2:4][CH2:5][CH2:6][CH2:7][CH2:8][OH:9]. Given the reactants [Br:1][CH2:2][CH2:3][CH2:4][CH2:5][CH2:6][CH2:7][CH:8]=[O:9].C([O-])(=S)C.[K+].O, predict the reaction product.